Dataset: Peptide-MHC class I binding affinity with 185,985 pairs from IEDB/IMGT. Task: Regression. Given a peptide amino acid sequence and an MHC pseudo amino acid sequence, predict their binding affinity value. This is MHC class I binding data. The peptide sequence is YLFFYRKSV. The MHC is HLA-A02:03 with pseudo-sequence HLA-A02:03. The binding affinity (normalized) is 0.831.